From a dataset of Catalyst prediction with 721,799 reactions and 888 catalyst types from USPTO. Predict which catalyst facilitates the given reaction. (1) Reactant: Cl[C:2]1[C:11]2[C:6](=[CH:7][C:8]([O:14][CH2:15][CH2:16][CH2:17][N:18]3[CH2:23][CH2:22][CH2:21][CH2:20][CH2:19]3)=[C:9]([O:12][CH3:13])[CH:10]=2)[N:5]=[CH:4][N:3]=1.C(=O)([O-])[O-].[K+].[K+].[OH:30][C:31]1[CH:40]=[C:39]2[C:34]([CH:35]=[CH:36][CH:37]=[N:38]2)=[CH:33][CH:32]=1.[OH-].[Na+]. Product: [CH3:13][O:12][C:9]1[CH:10]=[C:11]2[C:6](=[CH:7][C:8]=1[O:14][CH2:15][CH2:16][CH2:17][N:18]1[CH2:23][CH2:22][CH2:21][CH2:20][CH2:19]1)[N:5]=[CH:4][N:3]=[C:2]2[O:30][C:31]1[CH:40]=[C:39]2[C:34]([CH:35]=[CH:36][CH:37]=[N:38]2)=[CH:33][CH:32]=1. The catalyst class is: 3. (2) Reactant: C1(P(C2CCCCC2)C2C=CC=CC=2C2C(C(C)C)=CC(C(C)C)=CC=2C(C)C)CCCCC1.[O:35]1[CH2:40][CH2:39][N:38]([C:41]2[C:46]([NH2:47])=[CH:45][C:44]([N:48]3[CH2:53][CH2:52][O:51][CH2:50][CH2:49]3)=[CH:43][N:42]=2)[CH2:37][CH2:36]1.Cl[C:55]1[C:64]2[C:59](=[CH:60][C:61]([F:66])=[CH:62][C:63]=2[F:65])[N:58]=[C:57]([C:67]2[CH:68]=[N:69][C:70]([N:73]3[CH2:78][CH2:77][NH:76][CH2:75][CH2:74]3)=[CH:71][CH:72]=2)[C:56]=1[CH3:79].CC(C)([O-])C.[Na+]. Product: [O:35]1[CH2:40][CH2:39][N:38]([C:41]2[C:46]([NH:47][C:55]3[C:64]4[C:59](=[CH:60][C:61]([F:66])=[CH:62][C:63]=4[F:65])[N:58]=[C:57]([C:67]4[CH:68]=[N:69][C:70]([N:73]5[CH2:74][CH2:75][NH:76][CH2:77][CH2:78]5)=[CH:71][CH:72]=4)[C:56]=3[CH3:79])=[CH:45][C:44]([N:48]3[CH2:49][CH2:50][O:51][CH2:52][CH2:53]3)=[CH:43][N:42]=2)[CH2:37][CH2:36]1. The catalyst class is: 101. (3) Reactant: [CH:1]1([CH2:7][CH2:8][CH2:9][C@@H:10]([C:16]2[O:20][N:19]=[C:18]([CH2:21][O:22][CH2:23][C:24]([O:26]CC)=[O:25])[N:17]=2)[CH2:11][C:12]([NH:14][OH:15])=[O:13])[CH2:6][CH2:5][CH2:4][CH2:3][CH2:2]1.O.[OH-].[Li+]. Product: [CH:1]1([CH2:7][CH2:8][CH2:9][C@@H:10]([C:16]2[O:20][N:19]=[C:18]([CH2:21][O:22][CH2:23][C:24]([OH:26])=[O:25])[N:17]=2)[CH2:11][C:12]([NH:14][OH:15])=[O:13])[CH2:6][CH2:5][CH2:4][CH2:3][CH2:2]1. The catalyst class is: 38. (4) Reactant: CC1(C)C2C(=CC=CC=2)N(C([NH:13][CH2:14][CH:15]2[CH2:20][CH2:19][N:18]([CH2:21][CH2:22][C:23]([OH:25])=[O:24])[CH2:17][CH2:16]2)=O)C1=O.F[C:29](F)(F)[C:30](O)=O. Product: [NH2:13][CH2:14][CH:15]1[CH2:16][CH2:17][N:18]([CH2:21][CH2:22][C:23]([O:25][CH2:29][CH3:30])=[O:24])[CH2:19][CH2:20]1. The catalyst class is: 2.